This data is from Experimentally validated miRNA-target interactions with 360,000+ pairs, plus equal number of negative samples. The task is: Binary Classification. Given a miRNA mature sequence and a target amino acid sequence, predict their likelihood of interaction. (1) The miRNA is hsa-miR-6845-3p with sequence CCUCUCCUCCCUGUGCCCCAG. The protein sequence of the target gene is MVRAGAVGAHLPASGLDIFGDLKKMNKRQLYYQVLNFAMIVSSALMIWKGLIVLTGSESPIVVVLSGSMEPAFHRGDLLFLTNFREDPIRAGEIVVFKVEGRDIPIVHRVIKVHEKDNGDIKFLTKGDNNEVDDRGLYKEGQNWLEKKDVVGRARGFLPYVGMVTIIMNDYPKFKYALLAVMGAYVLLKRES. Result: 0 (no interaction). (2) The miRNA is hsa-miR-486-3p with sequence CGGGGCAGCUCAGUACAGGAU. The protein sequence of the target gene is MLRRRGSPGMGVHVGAALGALWFCLTGALEVQVPEDPVVALVGTDATLCCSFSPEPGFSLAQLNLIWQLTDTKQLVHSFAEGQDQGSAYANRTALFPDLLAQGNASLRLQRVRVADEGSFTCFVSIRDFGSAAVSLQVAAPYSKPSMTLEPNKDLRPGDTVTITCSSYQGYPEAEVFWQDGQGVPLTGNVTTSQMANEQGLFDVHSILRVVLGANGTYSCLVRNPVLQQDAHSSVTITPQRSPTGAVEVQVPEDPVVALVGTDATLRCSFSPEPGFSLAQLNLIWQLTDTKQLVHSFTEG.... Result: 1 (interaction).